From a dataset of Catalyst prediction with 721,799 reactions and 888 catalyst types from USPTO. Predict which catalyst facilitates the given reaction. (1) Reactant: Br[C:2]1[CH:3]=[CH:4][C:5](/[CH:8]=[CH:9]/[C@@H:10]2[C@H:18]3[C@:14]([N:21]4[CH2:24][CH:23]([C:25]([NH2:27])=[O:26])[CH2:22]4)([C:15](=[O:20])[O:16][C@@H:17]3[CH3:19])[CH2:13][C:12]([F:29])([F:28])[C@H:11]2[CH3:30])=[N:6][CH:7]=1.CC1(C)COB([C:38]2[CH:45]=[CH:44][CH:43]=[CH:42][C:39]=2[C:40]#[N:41])OC1.C([O-])([O-])=O.[K+].[K+].O. Product: [C:40]([C:39]1[CH:42]=[CH:43][CH:44]=[CH:45][C:38]=1[C:2]1[CH:3]=[CH:4][C:5](/[CH:8]=[CH:9]/[C@@H:10]2[C@H:18]3[C@:14]([N:21]4[CH2:22][CH:23]([C:25]([NH2:27])=[O:26])[CH2:24]4)([C:15](=[O:20])[O:16][C@@H:17]3[CH3:19])[CH2:13][C:12]([F:28])([F:29])[C@H:11]2[CH3:30])=[N:6][CH:7]=1)#[N:41]. The catalyst class is: 77. (2) Reactant: [NH:1]1[CH2:5][CH2:4][N:3]=[C:2]1[CH2:6][C:7]1[C:12]2[CH:13]=[CH:14][O:15][C:11]=2[C:10]([NH:16][S:17]([CH3:20])(=[O:19])=[O:18])=[CH:9][CH:8]=1.[H][H]. Product: [NH:3]1[CH2:4][CH2:5][N:1]=[C:2]1[CH2:6][C:7]1[C:12]2[CH2:13][CH2:14][O:15][C:11]=2[C:10]([NH:16][S:17]([CH3:20])(=[O:19])=[O:18])=[CH:9][CH:8]=1. The catalyst class is: 19. (3) Reactant: [C:1]([O:5][C:6]([N:8]1[CH2:13][CH2:12][CH:11]([NH:14][C:15]2[CH:20]=[CH:19][CH:18]=[CH:17][C:16]=2[CH2:21][NH2:22])[CH2:10][CH2:9]1)=[O:7])([CH3:4])([CH3:3])[CH3:2].[C:23](N1C=CN=C1)(N1C=CN=C1)=[O:24].O. Product: [C:1]([O:5][C:6]([N:8]1[CH2:9][CH2:10][CH:11]([N:14]2[C:15]3[C:16](=[CH:17][CH:18]=[CH:19][CH:20]=3)[CH2:21][NH:22][C:23]2=[O:24])[CH2:12][CH2:13]1)=[O:7])([CH3:4])([CH3:2])[CH3:3]. The catalyst class is: 11. (4) Reactant: C1N(CCO)CCN(CCS(O)(=O)=O)C1.[OH-].[K+].P(OC[C@H]1O[C@@H](N2C3N=CN=C(N)C=3N=C2)[C@H](O)[C@@H]1O)(OP(OP(O)(O)=O)(O)=O)(=O)O.OCC([O:53][C@H:54]1[C@@H:58]([OH:59])[C@H:57]([N:60]2[CH:68]=[N:67][C:66]3[C:61]2=[N:62][CH:63]=[N:64][C:65]=3[NH2:69])[O:56][C@@H:55]1[CH2:70][O:71][P:72]([O:75][C@H:76]1[CH2:80][C@H:79]([N:81]2[CH:86]=[CH:85][C:84]([NH2:87])=[N:83][C:82]2=[O:88])[O:78][C@@H:77]1[CH2:89][O:90][P:91]([OH:94])([OH:93])=[O:92])([OH:74])=[O:73])=O.C1[C@H](N2C(=O)N=C(N)C=C2)O[C@H](COP(O)(O)=O)[C@H]1OP(OC[C@H]1O[C@@H](N2C3N=CN=C(N)C=3N=C2)[C@H](O)[C@@H]1O)(O)=O.N[C@H](C(O)=O)CC1C=CC=C(I)C=1.C([O-])(=O)C.[Na+].II. Product: [CH2:80]1[C@H:79]([N:81]2[C:82](=[O:88])[N:83]=[C:84]([NH2:87])[CH:85]=[CH:86]2)[O:78][C@H:77]([CH2:89][O:90][P:91]([OH:93])([OH:94])=[O:92])[C@H:76]1[O:75][P:72]([O:71][CH2:70][C@H:55]1[O:56][C@@H:57]([N:60]2[C:61]3[N:62]=[CH:63][N:64]=[C:65]([NH2:69])[C:66]=3[N:67]=[CH:68]2)[C@H:58]([OH:59])[C@@H:54]1[OH:53])([OH:74])=[O:73]. The catalyst class is: 58.